This data is from Full USPTO retrosynthesis dataset with 1.9M reactions from patents (1976-2016). The task is: Predict the reactants needed to synthesize the given product. (1) The reactants are: [N:1]1([CH2:8][CH2:9][CH2:10][CH2:11][CH2:12][CH2:13][C:14]2[C:18]3[N:19]=[C:20]([CH2:35][CH2:36][CH2:37][CH3:38])[N:21]=[C:22]([NH:23]CC4C=CC(OC)=CC=4OC)[C:17]=3[NH:16][N:15]=2)[CH2:7][CH2:6][CH2:5][CH2:4][CH2:3][CH2:2]1.FC(F)(F)C(O)=O. Given the product [N:1]1([CH2:8][CH2:9][CH2:10][CH2:11][CH2:12][CH2:13][C:14]2[C:18]3[N:19]=[C:20]([CH2:35][CH2:36][CH2:37][CH3:38])[N:21]=[C:22]([NH2:23])[C:17]=3[NH:16][N:15]=2)[CH2:2][CH2:3][CH2:4][CH2:5][CH2:6][CH2:7]1, predict the reactants needed to synthesize it. (2) The reactants are: [Cl:1][C:2]1[CH:3]=[N:4][C:5]2[N:6]([N:8]=[C:9]([C:11]([OH:13])=O)[CH:10]=2)[CH:7]=1.[CH2:14]([O:16][C:17]([C:19]1[N:23]2[CH2:24][CH2:25][NH:26][CH2:27][C:22]2=[N:21][N:20]=1)=[O:18])[CH3:15]. Given the product [CH2:14]([O:16][C:17]([C:19]1[N:23]2[CH2:24][CH2:25][N:26]([C:11]([C:9]3[CH:10]=[C:5]4[N:4]=[CH:3][C:2]([Cl:1])=[CH:7][N:6]4[N:8]=3)=[O:13])[CH2:27][C:22]2=[N:21][N:20]=1)=[O:18])[CH3:15], predict the reactants needed to synthesize it. (3) Given the product [CH3:20][C:6]1[N:5]([C@H:3]([CH3:4])[CH2:2][O:1][C:22]2[CH:23]=[CH:24][CH:25]=[CH:26][N:21]=2)[C:13]2[C:8]([CH:7]=1)=[C:9]([C:16]([F:19])([F:17])[F:18])[C:10]([C:14]#[N:15])=[CH:11][CH:12]=2, predict the reactants needed to synthesize it. The reactants are: [OH:1][CH2:2][C@H:3]([N:5]1[C:13]2[C:8](=[C:9]([C:16]([F:19])([F:18])[F:17])[C:10]([C:14]#[N:15])=[CH:11][CH:12]=2)[CH:7]=[C:6]1[CH3:20])[CH3:4].[N:21]1[CH:26]=[CH:25][CH:24]=[CH:23][C:22]=1O. (4) Given the product [F:27][C:24]1[CH:23]=[CH:22][C:21]([CH2:20][O:19][C:17](=[O:18])[N:5]([CH2:4][C:3]2[CH:8]=[C:9]([C:12]([F:13])([F:14])[F:15])[CH:10]=[CH:11][C:2]=2[Br:1])[CH2:6][CH3:7])=[CH:26][CH:25]=1, predict the reactants needed to synthesize it. The reactants are: [Br:1][C:2]1[CH:11]=[CH:10][C:9]([C:12]([F:15])([F:14])[F:13])=[CH:8][C:3]=1[CH2:4][NH:5][CH2:6][CH3:7].Cl[C:17]([O:19][CH2:20][C:21]1[CH:26]=[CH:25][C:24]([F:27])=[CH:23][CH:22]=1)=[O:18].